From a dataset of Full USPTO retrosynthesis dataset with 1.9M reactions from patents (1976-2016). Predict the reactants needed to synthesize the given product. (1) The reactants are: [O:1]=[C:2]1[N:7]([C:8]2[CH:13]=[CH:12][CH:11]=[CH:10][CH:9]=2)[C:6]([C:14]2[CH:15]=[N:16][CH:17]=[CH:18][CH:19]=2)=[N:5][CH:4]=[C:3]1[C:20]([OH:22])=[O:21].[I-].ClC1C=CC=C[N+]=1C.[C:32]1(=O)[CH2:37][CH2:36][CH2:35][CH2:34][C:33]1=[O:38].C(N(CC)CC)C. Given the product [O:1]=[C:2]1[N:7]([C:8]2[CH:9]=[CH:10][CH:11]=[CH:12][CH:13]=2)[C:6]([C:14]2[CH:15]=[N:16][CH:17]=[CH:18][CH:19]=2)=[N:5][CH:4]=[C:3]1[C:20]([O:22][C:37]1[CH2:36][CH2:35][CH2:34][C:33](=[O:38])[CH:32]=1)=[O:21], predict the reactants needed to synthesize it. (2) Given the product [O:24]1[CH2:25][CH2:26][C@@H:22]([NH:21][C:18]2[CH:17]=[CH:16][C:15]([C@@H:11]3[O:12][CH2:13][CH2:14][NH:9][CH2:10]3)=[CH:20][CH:19]=2)[CH2:23]1, predict the reactants needed to synthesize it. The reactants are: C1([C@H]([N:9]2[CH2:14][CH2:13][O:12][C@@H:11]([C:15]3[CH:20]=[CH:19][C:18]([NH:21][C@@H:22]4[CH2:26][CH2:25][O:24][CH2:23]4)=[CH:17][CH:16]=3)[CH2:10]2)C)C=CC=CC=1.C([O-])=O.[NH4+].O1CCCC1.CO. (3) Given the product [CH:9]1[CH:8]=[CH:7][C:6]2[CH2:5][CH2:4][CH2:3][N:2]3[C:11]=2[C:10]=1[C:3]1[C:22](=[O:24])[CH2:21][CH2:6][CH2:5][C:4]=13, predict the reactants needed to synthesize it. The reactants are: Cl.[N:2]1(N=C2CCCC(O)=C2)[C:11]2[C:6](=[CH:7][CH:8]=[CH:9][CH:10]=2)[CH2:5][CH2:4][CH2:3]1.Cl.[CH3:21][C:22]([OH:24])=O. (4) Given the product [CH3:1][O:2][C:3]1[CH:8]=[CH:7][C:6]([CH:14]2[CH:13]=[CH:12][O:11][CH2:16][CH2:15]2)=[CH:5][CH:4]=1, predict the reactants needed to synthesize it. The reactants are: [CH3:1][O:2][C:3]1[CH:8]=[CH:7][C:6]([Mg]Br)=[CH:5][CH:4]=1.[O:11]1[CH2:16][CH2:15][C:14](=O)[CH2:13][CH2:12]1. (5) Given the product [CH:26]1([NH:31][C:8]2[CH:7]=[CH:6][C:5]3[C:10](=[CH:11][CH:12]=[CH:13][C:4]=3[NH:1][S:22]([C:19]3[CH:20]=[CH:21][C:16]([F:15])=[CH:17][CH:18]=3)(=[O:24])=[O:23])[N:9]=2)[CH2:30][CH2:29][CH2:28][CH2:27]1, predict the reactants needed to synthesize it. The reactants are: [N+:1]([C:4]1[CH:13]=[CH:12][CH:11]=[C:10]2[C:5]=1[CH:6]=[CH:7][C:8](Cl)=[N:9]2)([O-])=O.[F:15][C:16]1[CH:21]=[CH:20][C:19]([S:22](Cl)(=[O:24])=[O:23])=[CH:18][CH:17]=1.[CH:26]1([NH2:31])[CH2:30][CH2:29][CH2:28][CH2:27]1. (6) Given the product [OH:23][C@H:3]([CH2:4][N:5]1[CH2:9][C@@H:8]([C:10]2[C:19]3[C:14](=[CH:15][CH:16]=[C:17]([O:20][CH3:21])[N:18]=3)[N:13]=[CH:12][CH:11]=2)[O:7][C:6]1=[O:22])[CH2:2][NH:1][CH2:35][C:33]1[CH:32]=[CH:31][C:28]2[S:29][CH2:30][C:25](=[O:24])[NH:26][C:27]=2[N:34]=1, predict the reactants needed to synthesize it. The reactants are: [NH2:1][CH2:2][C@H:3]([OH:23])[CH2:4][N:5]1[CH2:9][C@@H:8]([C:10]2[C:19]3[C:14](=[CH:15][CH:16]=[C:17]([O:20][CH3:21])[N:18]=3)[N:13]=[CH:12][CH:11]=2)[O:7][C:6]1=[O:22].[O:24]=[C:25]1[CH2:30][S:29][C:28]2[CH:31]=[CH:32][C:33]([CH:35]=O)=[N:34][C:27]=2[NH:26]1.[BH4-].[Na+].